From a dataset of Full USPTO retrosynthesis dataset with 1.9M reactions from patents (1976-2016). Predict the reactants needed to synthesize the given product. (1) Given the product [S:1](=[O:36])(=[O:37])([O:3][CH2:4][C@@H:5]1[C@@H:12]([OH:11])[C@@H:8]([OH:9])[C@H:7]([N:15]2[CH:23]=[N:22][C:21]3[C:16]2=[N:17][CH:18]=[N:19][C:20]=3[C:24]#[C:25][C:26]2[CH:31]=[CH:30][CH:29]=[CH:28][C:27]=2[C:32]([F:35])([F:34])[F:33])[O:6]1)[NH2:2], predict the reactants needed to synthesize it. The reactants are: [S:1](=[O:37])(=[O:36])([O:3][CH2:4][C@@H:5]1[C@@H:12]2[C@@H:8]([O:9]C(C)(C)[O:11]2)[C@H:7]([N:15]2[CH:23]=[N:22][C:21]3[C:16]2=[N:17][CH:18]=[N:19][C:20]=3[C:24]#[C:25][C:26]2[CH:31]=[CH:30][CH:29]=[CH:28][C:27]=2[C:32]([F:35])([F:34])[F:33])[O:6]1)[NH2:2]. (2) Given the product [F:1][C:2]1[CH:7]=[C:6]([F:8])[CH:5]=[CH:4][C:3]=1[S:9]([NH2:14])(=[O:11])=[O:10], predict the reactants needed to synthesize it. The reactants are: [F:1][C:2]1[CH:7]=[C:6]([F:8])[CH:5]=[CH:4][C:3]=1[S:9](Cl)(=[O:11])=[O:10].[OH-].[NH4+:14].C(OCC)(=O)C. (3) Given the product [NH:7]1[C:8]2[C:13](=[CH:12][CH:11]=[CH:10][CH:9]=2)[CH:14]=[C:6]1[C:4]([OH:5])=[O:3], predict the reactants needed to synthesize it. The reactants are: C([O:3][C:4]([C:6]1[N:7](C)[C:8]2[C:13]([CH:14]=1)=[CH:12][CH:11]=[CH:10][C:9]=2CC1CCN(C(OC(C)(C)C)=O)CC1)=[O:5])C.C(O)(=O)CC(CC(O)=O)(C(O)=O)O. (4) Given the product [CH3:20][C:15]1[CH:14]=[C:13]([C:12](=[O:11])[CH2:2][C:1]#[N:3])[CH:18]=[C:17]([CH3:19])[CH:16]=1, predict the reactants needed to synthesize it. The reactants are: [C:1](#[N:3])[CH3:2].C([Li])CCC.C([O:11][C:12](=O)[C:13]1[CH:18]=[C:17]([CH3:19])[CH:16]=[C:15]([CH3:20])[CH:14]=1)C.[OH-].[Na+]. (5) Given the product [N+:3]([C:6]1[CH:7]=[N:8][N:9]([CH2:11][C:12]2[O:16][N:15]=[C:14]([CH:17]=[O:18])[CH:13]=2)[CH:10]=1)([O-:5])=[O:4], predict the reactants needed to synthesize it. The reactants are: N#N.[N+:3]([C:6]1[CH:7]=[N:8][N:9]([CH2:11][C:12]2[O:16][N:15]=[C:14]([CH2:17][OH:18])[CH:13]=2)[CH:10]=1)([O-:5])=[O:4].[Cr](Cl)([O-])(=O)=O.[NH+]1C=CC=CC=1.